Dataset: Forward reaction prediction with 1.9M reactions from USPTO patents (1976-2016). Task: Predict the product of the given reaction. (1) Given the reactants C([O:5][C:6](=[O:38])[CH:7]([NH:11][S:12]([C:15]1[CH:20]=[CH:19][C:18]([C:21]2[CH:26]=[CH:25][C:24]([O:27][C:28](=[O:37])[NH:29][C:30]3[CH:35]=[CH:34][C:33]([F:36])=[CH:32][CH:31]=3)=[CH:23][CH:22]=2)=[CH:17][CH:16]=1)(=[O:14])=[O:13])[CH:8]([CH3:10])[CH3:9])(C)(C)C.C(O)(C(F)(F)F)=O, predict the reaction product. The product is: [F:36][C:33]1[CH:32]=[CH:31][C:30]([NH:29][C:28]([O:27][C:24]2[CH:23]=[CH:22][C:21]([C:18]3[CH:19]=[CH:20][C:15]([S:12]([NH:11][CH:7]([CH:8]([CH3:10])[CH3:9])[C:6]([OH:38])=[O:5])(=[O:14])=[O:13])=[CH:16][CH:17]=3)=[CH:26][CH:25]=2)=[O:37])=[CH:35][CH:34]=1. (2) Given the reactants [NH2:1][C:2]1[CH:7]=[CH:6][C:5]([CH2:8][N:9]2[CH2:14][CH2:13][CH:12]([NH:15][C:16]3[N:21]=[C:20]([C:22]4[C:30]5[C:25](=[CH:26][CH:27]=[CH:28][CH:29]=5)[NH:24][CH:23]=4)[C:19]([Cl:31])=[CH:18][N:17]=3)[CH2:11][CH2:10]2)=[CH:4][CH:3]=1.[C:32]([O:36][C:37]([NH:39][CH2:40]/[CH:41]=[CH:42]/[C:43](O)=[O:44])=[O:38])([CH3:35])([CH3:34])[CH3:33].CCN(C(C)C)C(C)C.CN(C(ON1N=NC2C=CC=NC1=2)=[N+](C)C)C.F[P-](F)(F)(F)(F)F.C(O)(C(F)(F)F)=O, predict the reaction product. The product is: [C:32]([O:36][C:37](=[O:38])[NH:39][CH2:40]/[CH:41]=[CH:42]/[C:43]([NH:1][C:2]1[CH:7]=[CH:6][C:5]([CH2:8][N:9]2[CH2:14][CH2:13][CH:12]([NH:15][C:16]3[N:21]=[C:20]([C:22]4[C:30]5[C:25](=[CH:26][CH:27]=[CH:28][CH:29]=5)[NH:24][CH:23]=4)[C:19]([Cl:31])=[CH:18][N:17]=3)[CH2:11][CH2:10]2)=[CH:4][CH:3]=1)=[O:44])([CH3:35])([CH3:33])[CH3:34]. (3) Given the reactants [C:1]([C:3]1[CH:4]=[CH:5][C:6]([O:26][C:27]([F:30])([F:29])[F:28])=[C:7]([CH:25]=1)[C:8]([NH:10][C:11]([CH2:15][C:16]1[C:24]2[C:19](=[CH:20][CH:21]=[CH:22][CH:23]=2)[NH:18][CH:17]=1)([CH3:14])[CH2:12][OH:13])=[O:9])#[CH:2].Br[C:32]1[CH:33]=[C:34]([C:38]2[NH:42][N:41]=[N:40][N:39]=2)[CH:35]=[CH:36][CH:37]=1.CCCC[N+](CCCC)(CCCC)CCCC.[F-], predict the reaction product. The product is: [OH:13][CH2:12][C:11]([NH:10][C:8](=[O:9])[C:7]1[CH:25]=[C:3]([C:1]#[C:2][C:36]2[CH:37]=[CH:32][CH:33]=[C:34]([C:38]3[NH:42][N:41]=[N:40][N:39]=3)[CH:35]=2)[CH:4]=[CH:5][C:6]=1[O:26][C:27]([F:30])([F:28])[F:29])([CH2:15][C:16]1[C:24]2[C:19](=[CH:20][CH:21]=[CH:22][CH:23]=2)[NH:18][CH:17]=1)[CH3:14]. (4) Given the reactants Br[C:2]1[CH:16]=[CH:15][C:14](OC)=[CH:13][C:3]=1[CH2:4][NH:5][C:6](=[O:12])[O:7][C:8]([CH3:11])([CH3:10])[CH3:9].OB(O)[C:21]1[S:25][C:24]([C:26]([OH:28])=[O:27])=[CH:23][CH:22]=1.C(=O)([O-])[O-].[Cs+].[Cs+].[CH3:36][N:37](C=O)[CH3:38], predict the reaction product. The product is: [C:8]([O:7][C:6]([NH:5][CH2:4][C:3]1[CH:13]=[C:14]([N:37]([CH3:38])[CH3:36])[CH:15]=[CH:16][C:2]=1[C:21]1[S:25][C:24]([C:26]([OH:28])=[O:27])=[CH:23][CH:22]=1)=[O:12])([CH3:9])([CH3:10])[CH3:11].